This data is from Full USPTO retrosynthesis dataset with 1.9M reactions from patents (1976-2016). The task is: Predict the reactants needed to synthesize the given product. (1) The reactants are: C(OC(NC(C1C=CC=CC=1)C(O)=O)=O)(C)(C)C.C1C=CC2N(O)N=NC=2C=1.C1CCC(N=C=NC2CCCCC2)CC1.N12CCC(CC1)[C@@H](O)C2.C(OC([NH:60][CH:61]([C:73]1[CH:78]=[CH:77][CH:76]=[CH:75][CH:74]=1)[C:62]([O:64][C@@H:65]1[CH:70]2[CH2:71][CH2:72][N:67]([CH2:68][CH2:69]2)[CH2:66]1)=[O:63])=O)(C)(C)C.O1CCOCC1.[ClH:85].C1(N)C(F)=C(F)C(F)=C(N)C=1F.Cl.Cl. Given the product [ClH:85].[ClH:85].[NH2:60][CH:61]([C:73]1[CH:78]=[CH:77][CH:76]=[CH:75][CH:74]=1)[C:62]([O:64][C@@H:65]1[CH:70]2[CH2:69][CH2:68][N:67]([CH2:72][CH2:71]2)[CH2:66]1)=[O:63], predict the reactants needed to synthesize it. (2) Given the product [CH:25]([C:21]1[CH:20]=[C:19]([C:16]2([N:12]3[CH2:11][C@H:10]([C@@H:9]([NH:28][C:29](=[O:31])[CH3:30])[CH2:8][C:5]4[CH:6]=[CH:7][C:2]([NH:1][C:33]5[CH:38]=[C:37]([C:39]6[CH:44]=[CH:43][CH:42]=[CH:41][CH:40]=6)[CH:36]=[CH:35][N:34]=5)=[CH:3][CH:4]=4)[O:14][C:13]3=[O:15])[CH2:18][CH2:17]2)[CH:24]=[CH:23][CH:22]=1)([CH3:27])[CH3:26], predict the reactants needed to synthesize it. The reactants are: [NH2:1][C:2]1[CH:7]=[CH:6][C:5]([CH2:8][C@H:9]([NH:28][C:29](=[O:31])[CH3:30])[C@@H:10]2[O:14][C:13](=[O:15])[N:12]([C:16]3([C:19]4[CH:24]=[CH:23][CH:22]=[C:21]([CH:25]([CH3:27])[CH3:26])[CH:20]=4)[CH2:18][CH2:17]3)[CH2:11]2)=[CH:4][CH:3]=1.Cl[C:33]1[CH:38]=[C:37]([C:39]2[CH:44]=[CH:43][CH:42]=[CH:41][CH:40]=2)[CH:36]=[CH:35][N:34]=1.C1(P(C2CCCCC2)C2C=CC=CC=2C2C=CC=CC=2N(C)C)CCCCC1.CC(C)([O-])C.[Na+]. (3) Given the product [F:19][C:16]1[C:12]2[N:13]=[CH:14][O:15][C:11]=2[C:10]([NH:6][S:3](=[O:5])(=[O:4])[N:2]([CH3:29])[CH3:1])=[C:9]([NH:8][C:20]2[CH:25]=[CH:24][C:23]([I:26])=[CH:22][C:21]=2[F:27])[C:17]=1[F:18], predict the reactants needed to synthesize it. The reactants are: [CH3:1][N:2]([CH3:29])[S:3]([N:6]1[C:10]2[C:11]3[O:15][CH:14]=[N:13][C:12]=3[C:16]([F:19])=[C:17]([F:18])[C:9]=2[N:8]([C:20]2[CH:25]=[CH:24][C:23]([I:26])=[CH:22][C:21]=2[F:27])C1=O)(=[O:5])=[O:4].[K].FC1C2N=COC=2C(NS(C2CC2)(=O)=O)=C(NC2C=CC(I)=CC=2F)C=1F. (4) The reactants are: [C:1]1([C:6]([NH:8][CH2:9][C:10]([O-:12])=O)=[O:7])[S:5][CH:4]=[CH:3][CH:2]=1.[Na+].[CH2:14](O)C.O.Cl. Given the product [C:1]1([C:6]([NH:8][CH2:9][C:10](=[O:12])[CH3:14])=[O:7])[S:5][CH:4]=[CH:3][CH:2]=1, predict the reactants needed to synthesize it. (5) Given the product [Cl:1][C:2]1[CH:3]=[CH:4][C:5]2[S:9][C:8](=[O:10])[N:7]([CH2:13][CH2:14][O:15][CH3:16])[C:6]=2[CH:11]=1, predict the reactants needed to synthesize it. The reactants are: [Cl:1][C:2]1[CH:3]=[CH:4][C:5]2[S:9][C:8](=[O:10])[NH:7][C:6]=2[CH:11]=1.Br[CH2:13][CH2:14][O:15][CH3:16].